This data is from NCI-60 drug combinations with 297,098 pairs across 59 cell lines. The task is: Regression. Given two drug SMILES strings and cell line genomic features, predict the synergy score measuring deviation from expected non-interaction effect. Drug 1: CS(=O)(=O)C1=CC(=C(C=C1)C(=O)NC2=CC(=C(C=C2)Cl)C3=CC=CC=N3)Cl. Drug 2: CC1C(C(CC(O1)OC2CC(CC3=C2C(=C4C(=C3O)C(=O)C5=CC=CC=C5C4=O)O)(C(=O)C)O)N)O. Cell line: SK-OV-3. Synergy scores: CSS=28.7, Synergy_ZIP=1.31, Synergy_Bliss=0.863, Synergy_Loewe=-43.8, Synergy_HSA=-0.159.